Predict the reactants needed to synthesize the given product. From a dataset of Full USPTO retrosynthesis dataset with 1.9M reactions from patents (1976-2016). (1) Given the product [CH3:1][N:2]([CH3:37])[CH2:3][CH2:4][N:5]1[CH:9]=[C:8]([C:10]2[CH:36]=[CH:35][C:13]3[N:14]([C:17]4[CH:18]=[C:19]([NH2:31])[CH:20]=[C:21]([C:23]5[CH:28]=[CH:27][C:26]([F:29])=[CH:25][C:24]=5[F:30])[CH:22]=4)[CH:15]=[N:16][C:12]=3[CH:11]=2)[CH:7]=[N:6]1, predict the reactants needed to synthesize it. The reactants are: [CH3:1][N:2]([CH3:37])[CH2:3][CH2:4][N:5]1[CH:9]=[C:8]([C:10]2[CH:36]=[CH:35][C:13]3[N:14]([C:17]4[CH:18]=[C:19]([NH:31]C(=O)C)[CH:20]=[C:21]([C:23]5[CH:28]=[CH:27][C:26]([F:29])=[CH:25][C:24]=5[F:30])[CH:22]=4)[CH:15]=[N:16][C:12]=3[CH:11]=2)[CH:7]=[N:6]1.[OH-].[Na+]. (2) Given the product [C:62]([O:61][C:59]([N:56]1[CH2:57][CH2:58][CH:53]([O:20][C:21]2[CH:28]=[C:27]([B:29]3[O:33][C:32]([CH3:35])([CH3:34])[C:31]([CH3:37])([CH3:36])[O:30]3)[CH:26]=[C:23]([C:24]#[N:25])[CH:22]=2)[CH2:54][CH2:55]1)=[O:60])([CH3:65])([CH3:63])[CH3:64], predict the reactants needed to synthesize it. The reactants are: C1C=CC(P(C2C=CC=CC=2)C2C=CC=CC=2)=CC=1.[OH:20][C:21]1[CH:22]=[C:23]([CH:26]=[C:27]([B:29]2[O:33][C:32]([CH3:35])([CH3:34])[C:31]([CH3:37])([CH3:36])[O:30]2)[CH:28]=1)[C:24]#[N:25].N(C(OC(C)C)=O)=NC(OC(C)C)=O.O[CH:53]1[CH2:58][CH2:57][N:56]([C:59]([O:61][C:62]([CH3:65])([CH3:64])[CH3:63])=[O:60])[CH2:55][CH2:54]1. (3) Given the product [F:10][C:4]1[CH:3]=[C:2]([B:14]2[O:15][C:16]([CH3:18])([CH3:17])[C:12]([CH3:28])([CH3:11])[O:13]2)[CH:7]=[CH:6][C:5]=1[CH2:8][OH:9], predict the reactants needed to synthesize it. The reactants are: Br[C:2]1[CH:7]=[CH:6][C:5]([CH2:8][OH:9])=[C:4]([F:10])[CH:3]=1.[CH3:11][C:12]1([CH3:28])[C:16]([CH3:18])([CH3:17])[O:15][B:14]([B:14]2[O:15][C:16]([CH3:18])([CH3:17])[C:12]([CH3:28])([CH3:11])[O:13]2)[O:13]1.C([O-])(=O)C.[K+]. (4) Given the product [CH2:27]([NH:31][C:32]1[N:34]=[C:11]([C:10]2[C:9]([C:15]3[CH:20]=[CH:19][C:18]([F:21])=[CH:17][CH:16]=3)=[N:8][N:7]3[C:2]([Cl:1])=[CH:3][CH:4]=[CH:5][C:6]=23)[CH:12]=[CH:13][N:33]=1)[CH2:28][CH2:29][CH3:30], predict the reactants needed to synthesize it. The reactants are: [Cl:1][C:2]1[N:7]2[N:8]=[C:9]([C:15]3[CH:20]=[CH:19][C:18]([F:21])=[CH:17][CH:16]=3)[C:10]([C:11](=O)[C:12]#[CH:13])=[C:6]2[CH:5]=[CH:4][CH:3]=1.S(O)(O)(=O)=O.[CH2:27]([NH:31][C:32]([NH2:34])=[NH:33])[CH2:28][CH2:29][CH3:30].[O-]CC.[Na+].